Dataset: Forward reaction prediction with 1.9M reactions from USPTO patents (1976-2016). Task: Predict the product of the given reaction. (1) Given the reactants [CH3:1][O:2][CH2:3][O:4][C:5]1[CH:6]=[C:7]([CH:10]=[CH:11][C:12]=1[O:13][CH2:14][O:15][CH3:16])[CH:8]=O.[S:17]1[CH2:21][C:20](=[O:22])[NH:19][C:18]1=[O:23].C(O)(=O)C1C=CC=CC=1.N1CCCCC1, predict the reaction product. The product is: [CH3:1][O:2][CH2:3][O:4][C:5]1[CH:6]=[C:7]([CH:10]=[CH:11][C:12]=1[O:13][CH2:14][O:15][CH3:16])[CH:8]=[C:21]1[S:17][C:18](=[O:23])[NH:19][C:20]1=[O:22]. (2) Given the reactants [NH:1]1[CH2:4][CH:3]([C:5]2[CH:6]=[C:7]3[S:13][C:12]([NH:14][C:15]([O:17][C:18]([CH3:21])([CH3:20])[CH3:19])=[O:16])=[C:11]([C:22]([O:24][CH3:25])=[O:23])[C:8]3=[N:9][CH:10]=2)[CH2:2]1.C=O.[C:28](O[BH-](OC(=O)C)OC(=O)C)(=O)C.[Na+], predict the reaction product. The product is: [C:18]([O:17][C:15]([NH:14][C:12]1[S:13][C:7]2[C:8](=[N:9][CH:10]=[C:5]([CH:3]3[CH2:4][N:1]([CH3:28])[CH2:2]3)[CH:6]=2)[C:11]=1[C:22]([O:24][CH3:25])=[O:23])=[O:16])([CH3:21])([CH3:20])[CH3:19]. (3) The product is: [CH2:34]([NH:35][C:36]([N:20]1[CH2:19][CH2:18][C:17]([CH2:16][NH:15][C:13]([NH2:14])=[N:12][C:10]([C:3]2[C:2]([NH2:1])=[N:7][C:6]([NH2:8])=[C:5]([Cl:9])[N:4]=2)=[O:11])([CH2:23][CH2:24][C:25]2[CH:30]=[CH:29][CH:28]=[CH:27][CH:26]=2)[CH2:22][CH2:21]1)=[O:45])[CH2:33][CH3:32]. Given the reactants [NH2:1][C:2]1[C:3]([C:10]([NH:12][C:13]([NH:15][CH2:16][C:17]2([CH2:23][CH2:24][C:25]3[CH:30]=[CH:29][CH:28]=[CH:27][CH:26]=3)[CH2:22][CH2:21][NH:20][CH2:19][CH2:18]2)=[NH:14])=[O:11])=[N:4][C:5]([Cl:9])=[C:6]([NH2:8])[N:7]=1.C1CCN2[C:34](=[N:35][CH2:36]CC2)[CH2:33][CH2:32]1.C1C[O:45]CC1, predict the reaction product. (4) Given the reactants [C:1]([C:4]1[C:9]([Cl:10])=[CH:8][C:7]([N:11]2[CH2:16][CH2:15][N:14](C(OC(C)(C)C)=O)[CH2:13][CH2:12]2)=[CH:6][C:5]=1[Cl:24])(=[O:3])[CH3:2].FC(F)(F)C(O)=O, predict the reaction product. The product is: [Cl:10][C:9]1[CH:8]=[C:7]([N:11]2[CH2:16][CH2:15][NH:14][CH2:13][CH2:12]2)[CH:6]=[C:5]([Cl:24])[C:4]=1[C:1](=[O:3])[CH3:2].